Dataset: Forward reaction prediction with 1.9M reactions from USPTO patents (1976-2016). Task: Predict the product of the given reaction. (1) Given the reactants [NH2:1][C:2]1[CH:7]=[CH:6][C:5]([C:8]2[C:12]([CH2:13][N:14]([CH3:26])[CH2:15][CH2:16][N:17]([CH3:25])[C:18](=[O:24])[O:19][C:20]([CH3:23])([CH3:22])[CH3:21])=[CH:11][N:10]([CH:27]3[CH2:32][CH2:31][CH2:30][CH2:29][O:28]3)[N:9]=2)=[CH:4][CH:3]=1.[C:33](Cl)(=[O:37])[C:34]([CH3:36])=[CH2:35].O, predict the reaction product. The product is: [C:33]([NH:1][C:2]1[CH:7]=[CH:6][C:5]([C:8]2[C:12]([CH2:13][N:14]([CH3:26])[CH2:15][CH2:16][N:17]([CH3:25])[C:18](=[O:24])[O:19][C:20]([CH3:23])([CH3:22])[CH3:21])=[CH:11][N:10]([CH:27]3[CH2:32][CH2:31][CH2:30][CH2:29][O:28]3)[N:9]=2)=[CH:4][CH:3]=1)(=[O:37])[C:34]([CH3:36])=[CH2:35]. (2) Given the reactants S(Cl)(Cl)=O.[Cl:5][C:6]1[N:14]=[C:13]([O:15][CH2:16][C:17]([F:20])([F:19])[F:18])[CH:12]=[CH:11][C:7]=1[C:8]([OH:10])=[O:9].Cl[C:22]1C=CC(C(O)=O)=C(OCC(F)(F)F)N=1.FC(F)(F)COC1N=C(OCC(F)(F)F)C=CC=1C(O)=O, predict the reaction product. The product is: [Cl:5][C:6]1[N:14]=[C:13]([O:15][CH2:16][C:17]([F:20])([F:18])[F:19])[CH:12]=[CH:11][C:7]=1[C:8]([O:10][CH3:22])=[O:9]. (3) Given the reactants [C:1]([O:4][CH2:5][C:6]([NH:38][C:39](=[O:41])[CH3:40])([CH2:33][O:34][C:35](=[O:37])[CH3:36])[CH2:7][CH2:8][C:9]1[CH:14]=[CH:13][C:12]([C:15]2[C:24]3[C:19](=[C:20]([O:25]CC4C=CC=CC=4)[CH:21]=[CH:22][CH:23]=3)[CH:18]=[CH:17][CH:16]=2)=[CH:11][CH:10]=1)(=[O:3])[CH3:2], predict the reaction product. The product is: [C:35]([O:34][CH2:33][C:6]([NH:38][C:39](=[O:41])[CH3:40])([CH2:5][O:4][C:1](=[O:3])[CH3:2])[CH2:7][CH2:8][C:9]1[CH:14]=[CH:13][C:12]([C:15]2[C:24]3[C:19](=[C:20]([OH:25])[CH:21]=[CH:22][CH:23]=3)[CH:18]=[CH:17][CH:16]=2)=[CH:11][CH:10]=1)(=[O:37])[CH3:36]. (4) Given the reactants [CH:1]([Mg]Br)=[CH2:2].[O:5]1[C:10]2[CH:11]=[CH:12][C:13]([CH:15]=[O:16])=[CH:14][C:9]=2[O:8][CH2:7][CH2:6]1.[Cl-].[NH4+], predict the reaction product. The product is: [OH:16][CH:15]([C:13]1[CH:12]=[CH:11][C:10]2[O:5][CH2:6][CH2:7][O:8][C:9]=2[CH:14]=1)[CH:1]=[CH2:2].